Dataset: Catalyst prediction with 721,799 reactions and 888 catalyst types from USPTO. Task: Predict which catalyst facilitates the given reaction. (1) Reactant: Cl[C:2]1[CH:7]=[C:6]([S:8][CH2:9][C:10]2[CH:19]=[CH:18][C:17]3[C:12](=[CH:13][CH:14]=[CH:15][CH:16]=3)[CH:11]=2)[N:5]=[C:4]([NH2:20])[N:3]=1.[C:21]([O-:24])([O-])=[O:22].[Na+].[Na+].[CH3:27][C:28]#[N:29]. Product: [NH2:29][C@@H:28]([CH2:27][C:10]1[CH:19]=[CH:18][C:17]([C:2]2[CH:7]=[C:6]([S:8][CH2:9][C:10]3[CH:19]=[CH:18][C:17]4[C:12](=[CH:13][CH:14]=[CH:15][CH:16]=4)[CH:11]=3)[N:5]=[C:4]([NH2:20])[N:3]=2)=[CH:12][CH:11]=1)[C:21]([OH:24])=[O:22]. The catalyst class is: 189. (2) Reactant: [O:1]1[CH2:6][CH2:5][CH:4]([OH:7])[CH2:3][CH2:2]1.C(N(CC)CC)C.[CH3:15][S:16](Cl)(=[O:18])=[O:17]. Product: [O:1]1[CH2:6][CH2:5][CH:4]([O:7][S:16]([CH3:15])(=[O:18])=[O:17])[CH2:3][CH2:2]1. The catalyst class is: 2. (3) Reactant: [CH3:1][C:2]1[N:6]([CH2:7][CH2:8][N:9]2[CH2:14][CH2:13][O:12][CH2:11][CH2:10]2)[C:5]2[S:15][C:16]([C:18]([C:20]3[CH:25]=[CH:24][C:23]([CH3:26])=[CH:22][CH:21]=3)=[NH:19])=[CH:17][C:4]=2[CH:3]=1.[ClH:27]. Product: [ClH:27].[ClH:27].[CH3:1][C:2]1[N:6]([CH2:7][CH2:8][N:9]2[CH2:14][CH2:13][O:12][CH2:11][CH2:10]2)[C:5]2[S:15][C:16]([C:18]([C:20]3[CH:21]=[CH:22][C:23]([CH3:26])=[CH:24][CH:25]=3)=[NH:19])=[CH:17][C:4]=2[CH:3]=1. The catalyst class is: 5.